The task is: Predict the product of the given reaction.. This data is from Forward reaction prediction with 1.9M reactions from USPTO patents (1976-2016). (1) The product is: [CH3:1][C:2]([CH3:29])([CH3:28])[CH2:3][N:4]1[C:8]2[N:9]=[C:10]([C:13]#[N:14])[N:11]=[CH:12][C:7]=2[CH:6]=[C:5]1[CH2:15][N:16]1[C:20](=[O:21])[C:19]2([CH2:22][CH2:23][N:24]([CH2:30][CH3:31])[CH2:25][CH2:26]2)[O:18][C:17]1=[O:27]. Given the reactants [CH3:1][C:2]([CH3:29])([CH3:28])[CH2:3][N:4]1[C:8]2[N:9]=[C:10]([C:13]#[N:14])[N:11]=[CH:12][C:7]=2[CH:6]=[C:5]1[CH2:15][N:16]1[C:20](=[O:21])[C:19]2([CH2:26][CH2:25][NH:24][CH2:23][CH2:22]2)[O:18][C:17]1=[O:27].[CH2:30](Br)[CH3:31].C([O-])([O-])=O.[K+].[K+].[Na+].[I-], predict the reaction product. (2) Given the reactants [F-].C([N+](CCCC)(CCCC)CCCC)CCC.[CH3:19][O:20][C:21](=[O:60])[CH2:22][C:23]1[CH:28]=[CH:27][C:26]([C:29]2[CH:34]=[CH:33][C:32]([C:35]([CH2:57][CH3:58])([C:38]3[CH:43]=[CH:42][C:41]([C:44]#[C:45][C:46]4([O:51][Si](C)(C)C)[CH2:50][CH2:49][CH2:48][CH2:47]4)=[C:40]([CH3:56])[CH:39]=3)[CH2:36][CH3:37])=[CH:31][C:30]=2[CH3:59])=[CH:25][CH:24]=1.O, predict the reaction product. The product is: [CH3:19][O:20][C:21](=[O:60])[CH2:22][C:23]1[CH:24]=[CH:25][C:26]([C:29]2[CH:34]=[CH:33][C:32]([C:35]([CH2:36][CH3:37])([C:38]3[CH:43]=[CH:42][C:41]([C:44]#[C:45][C:46]4([OH:51])[CH2:50][CH2:49][CH2:48][CH2:47]4)=[C:40]([CH3:56])[CH:39]=3)[CH2:57][CH3:58])=[CH:31][C:30]=2[CH3:59])=[CH:27][CH:28]=1. (3) Given the reactants [O:1]1[CH2:5][CH2:4][CH2:3][C@H:2]1[C:6]([OH:8])=O.CCN(CC)CC.F[P-](F)(F)(F)(F)F.N1(O[P+](N(C)C)(N(C)C)N(C)C)C2C=CC=CC=2N=N1.[F:43][C:44]([F:74])([F:73])[C:45]1[CH:46]=[C:47]([C:55]([CH3:72])([CH3:71])[C:56]([N:58]([CH3:70])[C@H:59]2[C@H:63]([C:64]3[CH:69]=[CH:68][CH:67]=[CH:66][CH:65]=3)[CH2:62][NH:61][CH2:60]2)=[O:57])[CH:48]=[C:49]([C:51]([F:54])([F:53])[F:52])[CH:50]=1, predict the reaction product. The product is: [F:53][C:51]([F:52])([F:54])[C:49]1[CH:48]=[C:47]([C:55]([CH3:71])([CH3:72])[C:56]([N:58]([CH3:70])[C@H:59]2[C@H:63]([C:64]3[CH:69]=[CH:68][CH:67]=[CH:66][CH:65]=3)[CH2:62][N:61]([C:6]([C@@H:2]3[CH2:3][CH2:4][CH2:5][O:1]3)=[O:8])[CH2:60]2)=[O:57])[CH:46]=[C:45]([C:44]([F:43])([F:73])[F:74])[CH:50]=1. (4) Given the reactants [Cl:1][C:2]1[CH:3]=[C:4]([C@H:8]([O:22][CH2:23][CH2:24][NH:25][C:26]([O:28][CH3:29])=[O:27])[C@@H:9]2[O:14][CH2:13][CH2:12][N:11](C(OC(C)(C)C)=O)[CH2:10]2)[CH:5]=[CH:6][CH:7]=1.C([O-])(O)=O.[Na+], predict the reaction product. The product is: [Cl:1][C:2]1[CH:3]=[C:4]([C@@H:8]([C@@H:9]2[O:14][CH2:13][CH2:12][NH:11][CH2:10]2)[O:22][CH2:23][CH2:24][NH:25][C:26](=[O:27])[O:28][CH3:29])[CH:5]=[CH:6][CH:7]=1. (5) Given the reactants [Cl:1][C:2]1[C:11]([O:12]CC)=[N:10][C:9](N)=[C:8]2[C:3]=1[CH:4]=[CH:5][CH:6]=[N:7]2.N1C=CC=CC=1.[FH:22].N([O-])=O.[Na+].C([O-])(O)=O.[Na+].[Al+3].[Cl-].[Cl-].[Cl-], predict the reaction product. The product is: [Cl:1][C:2]1[C:11]([OH:12])=[N:10][C:9]([F:22])=[C:8]2[C:3]=1[CH:4]=[CH:5][CH:6]=[N:7]2.